Dataset: Full USPTO retrosynthesis dataset with 1.9M reactions from patents (1976-2016). Task: Predict the reactants needed to synthesize the given product. (1) Given the product [C:3]12[CH:2]=[C:22]3[N:23]=[C:19]([CH:20]=[CH:21]3)[CH:18]=[C:17]3[NH:38][C:14]([CH:15]=[CH:16]3)=[CH:13][C:12]3=[N:40][C:9]([CH:10]=[CH:11]3)=[CH:8][C:6]([NH:7]1)=[CH:5][CH:4]=2, predict the reactants needed to synthesize it. The reactants are: Br[C:2]1[C:3]2[NH:7][C:6]([C:8](C3C=C(C(C)(C)C)C=C(C(C)(C)C)C=3)=[C:9]3[N:40]=[C:12]([C:13](Br)=[C:14]4[NH:38][C:17](=[C:18](C5C=C(C(C)(C)C)C=C(C(C)(C)C)C=5)[C:19]5[CH:20]=[CH:21][C:22]=1[N:23]=5)[CH:16]=[CH:15]4)[CH:11]=[CH:10]3)=[CH:5][CH:4]=2.C1C=CC(P(C2C(OC3C(P(C4C=CC=CC=4)C4C=CC=CC=4)=CC=CC=3)=CC=CC=2)C2C=CC=CC=2)=CC=1.C([O-])([O-])=O.[Cs+].[Cs+].C(OCC)(=O)C. (2) Given the product [F:1][C:2]1[CH:3]=[C:4]([CH:33]=[CH:34][CH:35]=1)[CH2:5][N:6]1[C:14]2[C:9](=[CH:10][C:11]([NH:15][C:16]3[C:25]4[C:20](=[CH:21][CH:22]=[CH:23][C:24]=4[O:26][C@H:27]([CH3:32])[C:28]([NH:37][CH3:36])=[O:30])[N:19]=[CH:18][N:17]=3)=[CH:12][CH:13]=2)[CH:8]=[N:7]1, predict the reactants needed to synthesize it. The reactants are: [F:1][C:2]1[CH:3]=[C:4]([CH:33]=[CH:34][CH:35]=1)[CH2:5][N:6]1[C:14]2[C:9](=[CH:10][C:11]([NH:15][C:16]3[C:25]4[C:20](=[CH:21][CH:22]=[CH:23][C:24]=4[O:26][C@H:27]([CH3:32])[C:28]([O:30]C)=O)[N:19]=[CH:18][N:17]=3)=[CH:12][CH:13]=2)[CH:8]=[N:7]1.[CH3:36][NH2:37]. (3) Given the product [CH3:1][C:2]1[CH:22]=[C:21]([C:23]2[C:27]([CH3:28])=[C:26]([C:29]#[N:31])[N:25]([CH2:32][CH3:33])[N:24]=2)[CH:20]=[CH:19][C:3]=1[O:4][CH2:5][C:6]1[CH:11]=[CH:10][CH:9]=[CH:8][C:7]=1[N:12]1[C:16](=[O:17])[N:15]([CH3:18])[N:14]=[N:13]1, predict the reactants needed to synthesize it. The reactants are: [CH3:1][C:2]1[CH:22]=[C:21]([C:23]2[C:27]([CH3:28])=[C:26]([C:29]([NH2:31])=O)[N:25]([CH2:32][CH3:33])[N:24]=2)[CH:20]=[CH:19][C:3]=1[O:4][CH2:5][C:6]1[CH:11]=[CH:10][CH:9]=[CH:8][C:7]=1[N:12]1[C:16](=[O:17])[N:15]([CH3:18])[N:14]=[N:13]1.CC1C=C(C2C(C)=C(C(N)=O)N(C)N=2)C=CC=1OCC1C=CC=CC=1N1C(=O)N(C)N=N1. (4) Given the product [CH2:1]([C:11]1[CH:12]=[N:13][C:14]([C:17]2[CH:22]=[CH:21][C:20]([O:27][CH2:24][CH2:11][CH2:1][CH2:2][CH2:3][CH:33]=[CH2:34])=[CH:19][CH:18]=2)=[N:15][CH:16]=1)[CH2:2][CH2:3][CH2:4][CH2:5][CH2:6][CH2:7][CH2:8][CH2:9][CH3:10].[CH2:1]([C:11]1[CH:12]=[N:13][C:14]([C:17]2[CH:22]=[CH:21][C:20]([O:27][CH2:24][CH2:3][CH2:2][CH2:1][CH2:11][CH2:16][CH:33]=[CH2:34])=[CH:19][CH:18]=2)=[N:15][CH:16]=1)[CH2:2][CH2:3][CH2:4][CH2:5][CH2:6][CH2:7][CH2:8][CH2:9][CH3:10], predict the reactants needed to synthesize it. The reactants are: [CH2:1]([C:11]1[CH:12]=[N:13][C:14]([C:17]2[CH:22]=[CH:21][C:20](O)=[CH:19][CH:18]=2)=[N:15][CH:16]=1)[CH2:2][CH2:3][CH2:4][CH2:5][CH2:6][CH2:7][CH2:8][CH2:9][CH3:10].[C:24]([O-:27])([O-])=O.[Cs+].[Cs+].CCO[CH2:33][CH3:34].